This data is from Full USPTO retrosynthesis dataset with 1.9M reactions from patents (1976-2016). The task is: Predict the reactants needed to synthesize the given product. (1) Given the product [Cl:10][C:11]1[CH:12]=[C:13]([C:14](=[O:17])[CH2:15][N:2]([CH2:3][C:4]2[CH:9]=[CH:8][CH:7]=[C:6]([O:29][CH3:22])[CH:5]=2)[CH3:1])[CH:18]=[CH:19][C:20]=1[Cl:21], predict the reactants needed to synthesize it. The reactants are: [CH3:1][NH:2][CH2:3][C:4]1[CH:9]=[CH:8][CH:7]=[CH:6][CH:5]=1.[Cl:10][C:11]1[CH:12]=[C:13]([CH:18]=[CH:19][C:20]=1[Cl:21])[C:14](=[O:17])[CH2:15]Br.[CH2:22](N(CC)CC)C.[OH2:29]. (2) Given the product [CH3:17][C:11]([S:18][S:19][CH3:20])([CH3:10])[CH2:12][CH2:13][C:14]([N:4]1[CH2:5][CH2:7][N:32]([CH2:36][CH2:37][CH2:38][C:39]2[CH:40]=[C:25]([CH2:43][OH:44])[N:26]=[C:27]([CH2:28][OH:30])[CH:29]=2)[CH2:2][CH2:1]1)=[O:16], predict the reactants needed to synthesize it. The reactants are: [CH:1]([N:4](CC)[CH:5]([CH3:7])C)(C)[CH3:2].[CH3:10][C:11]([S:18][S:19][CH3:20])([CH3:17])[CH2:12][CH2:13][C:14]([OH:16])=O.C(N=[C:25]=[N:26][CH:27]([CH3:29])[CH3:28])(C)C.[OH2:30].O[N:32]1[C:36]2[CH:37]=[CH:38][CH:39]=[CH:40]C=2N=N1.CN(C)[CH:43]=[O:44]. (3) Given the product [S:33](=[O:36])(=[O:35])([O:28][C@:25]1([C:29]([F:32])([F:31])[F:30])[CH2:24][C@@H:4]2[CH2:5][CH2:6][CH2:7][C:8]3[C:9](=[CH:10][C:11]4[CH:12]=[N:13][N:14]([C:17]5[CH:18]=[CH:19][C:20]([F:23])=[CH:21][CH:22]=5)[C:15]=4[CH:16]=3)[C@@:3]2([CH2:1][CH3:2])[CH2:27][CH2:26]1)[NH2:34], predict the reactants needed to synthesize it. The reactants are: [CH2:1]([C@:3]12[CH2:27][CH2:26][C@:25]([C:29]([F:32])([F:31])[F:30])([OH:28])[CH2:24][C@@H:4]1[CH2:5][CH2:6][CH2:7][C:8]1[C:9]2=[CH:10][C:11]2[CH:12]=[N:13][N:14]([C:17]3[CH:22]=[CH:21][C:20]([F:23])=[CH:19][CH:18]=3)[C:15]=2[CH:16]=1)[CH3:2].[S:33](Cl)(=[O:36])(=[O:35])[NH2:34]. (4) Given the product [NH2:1][C:2]1[N:3]=[C:5]([NH:4][C:7]2[CH:8]=[CH:9][C:10]([N:13]3[CH2:14][CH2:15][N:16]([CH3:19])[CH2:17][CH2:18]3)=[CH:11][CH:12]=2)[S:6][C:21]=1[C:22]([C:24]1[CH:29]=[CH:28][CH:27]=[C:26]([O:30][CH:31]([F:32])[F:33])[CH:25]=1)=[O:23], predict the reactants needed to synthesize it. The reactants are: [N:1]#[C:2][NH2:3].[N:4]([C:7]1[CH:12]=[CH:11][C:10]([N:13]2[CH2:18][CH2:17][N:16]([CH3:19])[CH2:15][CH2:14]2)=[CH:9][CH:8]=1)=[C:5]=[S:6].Br[CH2:21][C:22]([C:24]1[CH:29]=[CH:28][CH:27]=[C:26]([O:30][CH:31]([F:33])[F:32])[CH:25]=1)=[O:23]. (5) Given the product [CH3:6][C:7]1[CH:15]=[C:14]([N+:16]([O-:18])=[O:17])[CH:13]=[CH:12][C:8]=1[C:9]([O:11][CH3:19])=[O:10], predict the reactants needed to synthesize it. The reactants are: S(=O)(=O)(O)O.[CH3:6][C:7]1[CH:15]=[C:14]([N+:16]([O-:18])=[O:17])[CH:13]=[CH:12][C:8]=1[C:9]([OH:11])=[O:10].[CH3:19]O. (6) Given the product [F:18][C:19]1[CH:26]=[CH:25][C:22]([CH2:23][O:1][C:2]2[CH:7]=[CH:6][CH:5]=[C:4]([OH:8])[C:3]=2[C:9](=[O:11])[CH3:10])=[CH:21][CH:20]=1, predict the reactants needed to synthesize it. The reactants are: [OH:1][C:2]1[CH:7]=[CH:6][CH:5]=[C:4]([OH:8])[C:3]=1[C:9](=[O:11])[CH3:10].C(=O)([O-])[O-].[K+].[K+].[F:18][C:19]1[CH:26]=[CH:25][C:22]([CH2:23]Br)=[CH:21][CH:20]=1.Cl.